This data is from Full USPTO retrosynthesis dataset with 1.9M reactions from patents (1976-2016). The task is: Predict the reactants needed to synthesize the given product. Given the product [Cl:1][C:2]1[CH:11]=[C:10]2[C:5]([CH2:6][CH2:7][O:8][C@H:9]2[C:12]2[CH:13]=[C:14]([C:18]([C:20]3[C:21]([NH:26][C@@H:27]4[CH2:28][C@H:29]([CH2:43][O:44][S:55]([NH:58][C:59](=[O:65])[O:60][C:61]([CH3:63])([CH3:62])[CH3:64])(=[O:56])=[O:57])[C@@H:30]([O:32][Si:33]([CH:40]([CH3:42])[CH3:41])([CH:37]([CH3:38])[CH3:39])[CH:34]([CH3:35])[CH3:36])[CH2:31]4)=[N:22][CH:23]=[N:24][CH:25]=3)=[O:19])[S:15][C:16]=2[CH3:17])=[CH:4][CH:3]=1, predict the reactants needed to synthesize it. The reactants are: [Cl:1][C:2]1[CH:11]=[C:10]2[C:5]([CH2:6][CH2:7][O:8][C@H:9]2[C:12]2[CH:13]=[C:14]([C:18]([C:20]3[C:21]([NH:26][C@H:27]4[CH2:31][C@H:30]([O:32][Si:33]([CH:40]([CH3:42])[CH3:41])([CH:37]([CH3:39])[CH3:38])[CH:34]([CH3:36])[CH3:35])[C@@H:29]([CH2:43][OH:44])[CH2:28]4)=[N:22][CH:23]=[N:24][CH:25]=3)=[O:19])[S:15][C:16]=2[CH3:17])=[CH:4][CH:3]=1.C(N(CC)C(C)C)(C)C.Cl[S:55]([NH:58][C:59](=[O:65])[O:60][C:61]([CH3:64])([CH3:63])[CH3:62])(=[O:57])=[O:56].